Task: Predict which catalyst facilitates the given reaction.. Dataset: Catalyst prediction with 721,799 reactions and 888 catalyst types from USPTO (1) Reactant: [F:1][C:2]1[CH:7]=[C:6]([O:8][CH3:9])[CH:5]=[CH:4][C:3]=1[CH2:10][CH2:11][OH:12].C(N(CC)CC)C.[CH3:20][S:21](Cl)(=[O:23])=[O:22]. Product: [CH3:20][S:21]([O:12][CH2:11][CH2:10][C:3]1[CH:4]=[CH:5][C:6]([O:8][CH3:9])=[CH:7][C:2]=1[F:1])(=[O:23])=[O:22]. The catalyst class is: 2. (2) Reactant: [Cl:1][C:2]1[CH:7]=[CH:6][C:5]([C:8]2[N:12]([C:13]3[CH:18]=[CH:17][C:16]([Cl:19])=[CH:15][C:14]=3[Cl:20])[N:11]=[C:10]([C:21]([N:23]3[CH2:28][CH2:27][C:26]([NH:35]C(=O)OC(C)(C)C)([C:29]4[CH:34]=[CH:33][CH:32]=[CH:31][CH:30]=4)[CH2:25][CH2:24]3)=[O:22])[C:9]=2[CH3:43])=[CH:4][CH:3]=1.FC(F)(F)C(O)=O. Product: [Cl:1][C:2]1[CH:7]=[CH:6][C:5]([C:8]2[N:12]([C:13]3[CH:18]=[CH:17][C:16]([Cl:19])=[CH:15][C:14]=3[Cl:20])[N:11]=[C:10]([C:21]([N:23]3[CH2:24][CH2:25][C:26]([C:29]4[CH:30]=[CH:31][CH:32]=[CH:33][CH:34]=4)([NH2:35])[CH2:27][CH2:28]3)=[O:22])[C:9]=2[CH3:43])=[CH:4][CH:3]=1. The catalyst class is: 4.